Dataset: Full USPTO retrosynthesis dataset with 1.9M reactions from patents (1976-2016). Task: Predict the reactants needed to synthesize the given product. Given the product [F:36][C:33]1[CH:34]=[CH:35][C:30]([C:7]2[CH:8]=[CH:9][C:10]([O:11][CH2:12][CH2:13][C:14]3[N:15]=[C:16]([S:19][C:20]([CH3:29])([CH3:28])[C:21]([O:23][C:24]([CH3:27])([CH3:25])[CH3:26])=[O:22])[S:17][CH:18]=3)=[C:5]([C:3]([OH:4])=[O:2])[CH:6]=2)=[CH:31][CH:32]=1, predict the reactants needed to synthesize it. The reactants are: C[O:2][C:3]([C:5]1[CH:6]=[C:7]([C:30]2[CH:35]=[CH:34][C:33]([F:36])=[CH:32][CH:31]=2)[CH:8]=[CH:9][C:10]=1[O:11][CH2:12][CH2:13][C:14]1[N:15]=[C:16]([S:19][C:20]([CH3:29])([CH3:28])[C:21]([O:23][C:24]([CH3:27])([CH3:26])[CH3:25])=[O:22])[S:17][CH:18]=1)=[O:4].[OH-].[Na+].